Dataset: Full USPTO retrosynthesis dataset with 1.9M reactions from patents (1976-2016). Task: Predict the reactants needed to synthesize the given product. (1) Given the product [Br:1][C:2]1[CH:7]=[CH:6][C:5]([C:8]2[C:21]3[CH:20]=[CH:19][C:18]4[C:13](=[CH:14][CH:15]=[CH:16][CH:17]=4)[C:12]=3[CH:11]=[CH:10][CH:9]=2)=[CH:4][CH:3]=1, predict the reactants needed to synthesize it. The reactants are: [Br:1][C:2]1[CH:7]=[CH:6][C:5]([C:8]2[CH:21]=[CH:20][C:19]3[C:18]4[C:13](=[CH:14][CH:15]=[CH:16][CH:17]=4)[CH:12]=[CH:11][C:10]=3[CH:9]=2)=[CH:4][CH:3]=1.C1(B(O)O)C2C=CC3C(=CC=CC=3)C=2C=CC=1. (2) Given the product [I:18][C:5]1[C:4]([CH:1]([CH3:3])[CH3:2])=[CH:10][CH:9]=[CH:8][C:7]=1[CH:11]([CH3:13])[CH3:12], predict the reactants needed to synthesize it. The reactants are: [CH:1]([C:4]1[CH:10]=[CH:9][CH:8]=[C:7]([CH:11]([CH3:13])[CH3:12])[C:5]=1N)([CH3:3])[CH3:2].N([O-])=O.[Na+].[I-:18].[K+].S([O-])([O-])=O.[Na+].[Na+]. (3) Given the product [Cl:40][C:37]1[CH:36]=[CH:35][C:34]([NH:33][C:31](=[O:32])[CH2:30][N:11]2[C:12]3[C:7](=[CH:6][C:5]4[O:4][CH2:3][O:15][C:14]=4[CH:13]=3)[C:8](=[O:28])[C:9]([C:16]([C:18]3[CH:27]=[CH:26][C:25]4[C:20](=[CH:21][CH:22]=[CH:23][CH:24]=4)[CH:19]=3)=[O:17])=[CH:10]2)=[CH:39][CH:38]=1, predict the reactants needed to synthesize it. The reactants are: [H-].[Na+].[CH2:3]1[O:15][C:14]2[CH:13]=[C:12]3[C:7]([C:8](=[O:28])[CH:9]([C:16]([C:18]4[CH:27]=[CH:26][C:25]5[C:20](=[CH:21][CH:22]=[CH:23][CH:24]=5)[CH:19]=4)=[O:17])[CH:10]=[N:11]3)=[CH:6][C:5]=2[O:4]1.Cl[CH2:30][C:31]([NH:33][C:34]1[CH:39]=[CH:38][C:37]([Cl:40])=[CH:36][CH:35]=1)=[O:32]. (4) Given the product [NH3:3].[CH3:51][O:52][CH:53]1[CH2:58][CH2:57][N:56]([C:24]([C@@H:20]2[CH2:21][CH2:22][CH2:23][N:18]([C:14]3[CH:15]=[CH:16][CH:17]=[C:12]([C:4]4[N:3]([CH3:2])[C:7]5[CH:8]=[CH:9][CH:10]=[CH:11][C:6]=5[N:5]=4)[CH:13]=3)[CH2:19]2)=[O:25])[CH2:55][CH2:54]1, predict the reactants needed to synthesize it. The reactants are: Cl.[CH3:2][N:3]1[C:7]2[CH:8]=[CH:9][CH:10]=[CH:11][C:6]=2[N:5]=[C:4]1[C:12]1[CH:13]=[C:14]([N:18]2[CH2:23][CH2:22][CH2:21][C@@H:20]([C:24](O)=[O:25])[CH2:19]2)[CH:15]=[CH:16][CH:17]=1.CN(C(ON1N=NC2C=CC=NC1=2)=[N+](C)C)C.F[P-](F)(F)(F)(F)F.[CH3:51][O:52][CH:53]1[CH2:58][CH2:57][NH:56][CH2:55][CH2:54]1. (5) Given the product [NH2:1][C@H:2]([C:10]([NH:12][C@H:13]([C:23]([NH:25][C@H:26]([C:34]([NH:36][C@H:37]([C:50]([NH:52][C@H:53]([C:61]([NH:63][C@H:64]([C:74]([NH:76][C@H:77]([C:85]([NH:87][C@H:88]([C:101]([NH:103][CH2:104][CH2:105][CH2:106][O:107][CH2:108][CH2:109][O:110][CH2:111][CH2:112][O:113][CH2:114][CH2:115][CH2:116][NH:117][C:118]([O:120][C:121]([CH3:124])([CH3:123])[CH3:122])=[O:119])=[O:102])[CH2:89][CH2:90][CH2:91][CH2:92][NH:93][C:94]([O:96][C:97]([CH3:100])([CH3:99])[CH3:98])=[O:95])=[O:86])[CH2:78][C:79]1[CH:84]=[CH:83][CH:82]=[CH:81][CH:80]=1)=[O:75])[CH2:65][CH2:66][C:67](=[O:73])[O:68][C:69]([CH3:72])([CH3:70])[CH3:71])=[O:62])[CH2:54][C:55]1[CH:56]=[CH:57][CH:58]=[CH:59][CH:60]=1)=[O:51])[CH2:38][CH2:39][CH2:40][CH2:41][NH:42][C:43]([O:45][C:46]([CH3:47])([CH3:48])[CH3:49])=[O:44])=[O:35])[CH2:27][C:28]1[CH:29]=[CH:30][CH:31]=[CH:32][CH:33]=1)=[O:24])[CH2:14][CH2:15][C:16](=[O:22])[O:17][C:18]([CH3:20])([CH3:19])[CH3:21])=[O:11])[CH2:3][C:4]1[CH:9]=[CH:8][CH:7]=[CH:6][CH:5]=1, predict the reactants needed to synthesize it. The reactants are: [NH:1](C(OCC1C=CC=CC=1)=O)[C@H:2]([C:10]([NH:12][C@H:13]([C:23]([NH:25][C@H:26]([C:34]([NH:36][C@H:37]([C:50]([NH:52][C@H:53]([C:61]([NH:63][C@H:64]([C:74]([NH:76][C@H:77]([C:85]([NH:87][C@H:88]([C:101]([NH:103][CH2:104][CH2:105][CH2:106][O:107][CH2:108][CH2:109][O:110][CH2:111][CH2:112][O:113][CH2:114][CH2:115][CH2:116][NH:117][C:118]([O:120][C:121]([CH3:124])([CH3:123])[CH3:122])=[O:119])=[O:102])[CH2:89][CH2:90][CH2:91][CH2:92][NH:93][C:94]([O:96][C:97]([CH3:100])([CH3:99])[CH3:98])=[O:95])=[O:86])[CH2:78][C:79]1[CH:84]=[CH:83][CH:82]=[CH:81][CH:80]=1)=[O:75])[CH2:65][CH2:66][C:67](=[O:73])[O:68][C:69]([CH3:72])([CH3:71])[CH3:70])=[O:62])[CH2:54][C:55]1[CH:60]=[CH:59][CH:58]=[CH:57][CH:56]=1)=[O:51])[CH2:38][CH2:39][CH2:40][CH2:41][NH:42][C:43]([O:45][C:46]([CH3:49])([CH3:48])[CH3:47])=[O:44])=[O:35])[CH2:27][C:28]1[CH:33]=[CH:32][CH:31]=[CH:30][CH:29]=1)=[O:24])[CH2:14][CH2:15][C:16](=[O:22])[O:17][C:18]([CH3:21])([CH3:20])[CH3:19])=[O:11])[CH2:3][C:4]1[CH:9]=[CH:8][CH:7]=[CH:6][CH:5]=1. (6) Given the product [CH3:9][C:10]1[CH:24]=[CH:23][CH:22]=[CH:21][C:11]=1[CH2:12][O:13][C:14]1[CH:19]=[CH:18][C:17]([Br:8])=[CH:16][C:15]=1[CH3:20], predict the reactants needed to synthesize it. The reactants are: C1C(=O)N([Br:8])C(=O)C1.[CH3:9][C:10]1[CH:24]=[CH:23][CH:22]=[CH:21][C:11]=1[CH2:12][O:13][C:14]1[CH:19]=[CH:18][CH:17]=[CH:16][C:15]=1[CH3:20]. (7) Given the product [CH2:7]([N:11]1[CH2:8][CH2:9][NH:22][CH2:23][CH:18]1[CH2:19][OH:27])[C:1]1[CH:6]=[CH:5][CH:4]=[CH:3][CH:2]=1, predict the reactants needed to synthesize it. The reactants are: [C:1]1([CH3:7])[CH:6]=[CH:5][CH:4]=[CH:3][CH:2]=1.[CH:8]([N:11](CC)C(C)C)(C)[CH3:9].Cl[C:18]1[CH:23]=[N:22]NC(=O)[C:19]=1Cl.P([O-])([O-])([O-])=[O:27]. (8) Given the product [C:87]([O:86][C:84]([N:81]1[CH2:82][CH2:83][CH:78]([CH2:77][CH2:76][O:75][C:57]2[C:56]([C:54]([OH:55])=[O:53])=[C:61]([NH:62][CH2:63][CH:64]3[CH2:72][CH2:71][C:67]4([CH2:70][CH2:69][CH2:68]4)[CH2:66][CH2:65]3)[N:60]=[C:59]([C:73]#[N:74])[N:58]=2)[CH2:79][CH2:80]1)=[O:85])([CH3:90])([CH3:88])[CH3:89], predict the reactants needed to synthesize it. The reactants are: C(OC(C1C(OCCC2CCN(C(OC(C)(C)C)=O)CC2)=NC(C#N)=NC=1Cl)=O)C=C.C1C2(CCC(CN)CC2)CC1.C(N(CC)CC)C.C([O:53][C:54]([C:56]1[C:57]([O:75][CH2:76][CH2:77][CH:78]2[CH2:83][CH2:82][N:81]([C:84]([O:86][C:87]([CH3:90])([CH3:89])[CH3:88])=[O:85])[CH2:80][CH2:79]2)=[N:58][C:59]([C:73]#[N:74])=[N:60][C:61]=1[NH:62][CH2:63][CH:64]1[CH2:72][CH2:71][C:67]2([CH2:70][CH2:69][CH2:68]2)[CH2:66][CH2:65]1)=[O:55])C=C.N1CCOCC1.